From a dataset of Experimentally validated miRNA-target interactions with 360,000+ pairs, plus equal number of negative samples. Binary Classification. Given a miRNA mature sequence and a target amino acid sequence, predict their likelihood of interaction. (1) The miRNA is hsa-miR-4726-5p with sequence AGGGCCAGAGGAGCCUGGAGUGG. The protein sequence of the target gene is MEDKRNIQIIEWEHLDKKKFYVFGVAMTMMIRVSVYPFTLIRTRLQVQKGKSLYHGTFDAFIKILRADGITGLYRGFLVNTFTLISGQCYVTTYELTRKFVADYSQSNTVKSLVAGGSASLVAQSITVPIDVVSQHLMMQRKGEKMGRFQVRGNPEGQGVVAFGQTKDIIRQILQADGLRGFYRGYVASLLTYIPNSAVWWPFYHFYAEQLSYLCPKECPHIVFQAVSGPLAAATASILTNPMDVIRTRVQVEGKNSIILTFRQLMAEEGPWGLMKGLSARIISATPSTIVIVVGYESLK.... Result: 0 (no interaction). (2) The miRNA is mmu-miR-149-5p with sequence UCUGGCUCCGUGUCUUCACUCCC. The protein sequence of the target gene is MSAEREAAEAATVAAATEAGAETGTGAGEGAPSQPPTVEVASDPQPPPAPEASASASAPPLRCLVLTGFGGYDKVKLQSRPAVPPAPGPGQLTLRVRACGLNFADLMGRQGLYDRLPPLPVTPGMEGAGVVVAVGEGVGDRKAGDRVMVLNRSGMWQEEVTVPSAQTFLMPEAMTFEEAAALLVNYITAYMVLFDFGNLRPGHSVLVHMAAGGVGMAALQLCRTVENVTVFGTASASKHEVLKENGVTHPIDYHTTDYVDEIKKISPKGVDIVMDPLGGSDTAKGYHLLKPMGKVVTYGM.... Result: 1 (interaction). (3) The miRNA is hsa-miR-4496 with sequence GAGGAAACUGAAGCUGAGAGGG. The protein sequence of the target gene is MGFALERFAEAVDPALECKLCGQVLEEPLCTPCGHVFCASCLLPWAVRRRRCPLQCQPLAPGELYRVLPLRSLIQKLRVQCDYRARGCGHSVRLHELEAHVEHCDFGPARRLRSRGGCASGLGGGEVPARGGCGPTPRAGRGGGARGGPPGGRWGRGRGPGPRVLAWRRREKALLAQLWALQGEVQLTARRYQEKFTQYMAHVRNFVGDLGGGHRRDGEHKPFTIVLERENDTLGFNIIGGRPNQNNQEGTSTEGIYVSKILENGPADRADGLEIHDKIMEVNGKDLSKATHEEAVEAFR.... Result: 0 (no interaction). (4) The miRNA is mmu-miR-369-3p with sequence AAUAAUACAUGGUUGAUCUUU. The protein sequence of the target gene is MRPGTGAERGGLMVSEMESHPPSQGPGDGERRLSGSSLCSGSWVSADGFLRRRPSMGHPGMHYAPMGMHPMGQRANMPPVPHGMMPQMMPPMGGPPMGQMPGMMSSVMPGMMMSHMSQASMQPALPPGVNSMDVAAGTASGAKSMWTEHKSPDGRTYYYNTETKQSTWEKPDDLKTPAEQLLSKCPWKEYKSDSGKPYYYNSQTKESRWAKPKELEDLEGYQNTIVAGSLITKSNLHAMIKAEESSKQEECTTTSTAPVPTTEIPTTMSTMAAAEAAAAVVAAAAAAAAAAAAANANAST.... Result: 0 (no interaction).